From a dataset of Reaction yield outcomes from USPTO patents with 853,638 reactions. Predict the reaction yield, written as a fraction of the theoretical maximum amount of product (1.0 means a 100% yield; for example, 0.34 means a 34% yield). (1) The catalyst is CO.O. The yield is 0.840. The product is [CH2:12]([N:11]1[C:7]2[CH:6]=[C:5]([C:3]([OH:4])=[O:2])[CH:17]=[C:16]([C:18]3[CH:23]=[CH:22][C:21]([CH3:24])=[CH:20][N:19]=3)[C:8]=2[N:9]=[CH:10]1)[CH:13]([CH3:15])[CH3:14]. The reactants are C[O:2][C:3]([C:5]1[CH:17]=[C:16]([C:18]2[CH:23]=[CH:22][C:21]([CH3:24])=[CH:20][N:19]=2)[C:8]2[N:9]=[CH:10][N:11]([CH2:12][CH:13]([CH3:15])[CH3:14])[C:7]=2[CH:6]=1)=[O:4].[Li+].[OH-].Cl. (2) The reactants are [F:1][C:2]1([F:17])[O:6][C:5]2[CH:7]=[CH:8][C:9]([C:11]3([C:14]([OH:16])=O)[CH2:13][CH2:12]3)=[CH:10][C:4]=2[O:3]1.S(Cl)(Cl)=O.[NH2:22][C:23]1[CH:28]=[C:27]([C:29]2[CH:30]=[C:31]([CH:39]=[CH:40][CH:41]=2)[C:32]([O:34][C:35]([CH3:38])([CH3:37])[CH3:36])=[O:33])[C:26]([CH3:42])=[CH:25][N:24]=1.C(N(CC)CC)C. The catalyst is ClCCl.CN(C)C=O. The product is [F:17][C:2]1([F:1])[O:6][C:5]2[CH:7]=[CH:8][C:9]([C:11]3([C:14]([NH:22][C:23]4[CH:28]=[C:27]([C:29]5[CH:30]=[C:31]([CH:39]=[CH:40][CH:41]=5)[C:32]([O:34][C:35]([CH3:37])([CH3:38])[CH3:36])=[O:33])[C:26]([CH3:42])=[CH:25][N:24]=4)=[O:16])[CH2:12][CH2:13]3)=[CH:10][C:4]=2[O:3]1. The yield is 0.703. (3) The reactants are [C:1]([O:5][C:6]([N:8]1[CH2:12][CH:11]([O:13][C:14]2[CH:19]=[CH:18][CH:17]=[CH:16][CH:15]=2)[CH:10]2[N:20]([C:23](=[O:45])[CH:24]([NH:28][C:29](=[O:44])[CH:30]([N:32](C(OCC3C=CC=CC=3)=O)[CH3:33])[CH3:31])[CH:25]([CH3:27])[CH3:26])[CH2:21][CH2:22][CH:9]12)=[O:7])([CH3:4])([CH3:3])[CH3:2]. The catalyst is CO. The product is [C:1]([O:5][C:6]([N:8]1[CH2:12][CH:11]([O:13][C:14]2[CH:19]=[CH:18][CH:17]=[CH:16][CH:15]=2)[CH:10]2[N:20]([C:23](=[O:45])[CH:24]([NH:28][C:29](=[O:44])[CH:30]([NH:32][CH3:33])[CH3:31])[CH:25]([CH3:27])[CH3:26])[CH2:21][CH2:22][CH:9]12)=[O:7])([CH3:2])([CH3:4])[CH3:3]. The yield is 0.510. (4) The reactants are Cl.[Cl:2][C:3]1[CH:4]=[C:5]2[C:9](=[CH:10][CH:11]=1)[NH:8][CH:7]=[C:6]2[CH2:12][CH2:13][NH2:14].[CH2:15]([N:22]1[C:26]([C:27](Cl)=[O:28])=[CH:25][C:24]([C:30]([CH3:33])([CH3:32])[CH3:31])=[N:23]1)[C:16]1[CH:21]=[CH:20][CH:19]=[CH:18][CH:17]=1.C(N(CC)CC)C.C(OCC)(=O)C. The catalyst is ClCCl. The product is [CH2:15]([N:22]1[C:26]([C:27]([NH:14][CH2:13][CH2:12][C:6]2[C:5]3[C:9](=[CH:10][CH:11]=[C:3]([Cl:2])[CH:4]=3)[NH:8][CH:7]=2)=[O:28])=[CH:25][C:24]([C:30]([CH3:33])([CH3:32])[CH3:31])=[N:23]1)[C:16]1[CH:17]=[CH:18][CH:19]=[CH:20][CH:21]=1. The yield is 0.590. (5) The reactants are [C:1]([O:5][C:6](=[O:26])[N:7]([CH2:9][C:10]1[CH:14]=[C:13](Br)[N:12]([S:16]([C:19]2[CH:20]=[N:21][C:22]([CH3:25])=[CH:23][CH:24]=2)(=[O:18])=[O:17])[CH:11]=1)[CH3:8])([CH3:4])([CH3:3])[CH3:2].[F:27][C:28]1[C:33](B(O)O)=[CH:32][CH:31]=[CH:30][N:29]=1.C(=O)([O-])[O-].[Na+].[Na+]. The catalyst is COCCOC.O.C1C=CC([P]([Pd]([P](C2C=CC=CC=2)(C2C=CC=CC=2)C2C=CC=CC=2)([P](C2C=CC=CC=2)(C2C=CC=CC=2)C2C=CC=CC=2)[P](C2C=CC=CC=2)(C2C=CC=CC=2)C2C=CC=CC=2)(C2C=CC=CC=2)C2C=CC=CC=2)=CC=1. The product is [C:1]([O:5][C:6](=[O:26])[N:7]([CH2:9][C:10]1[CH:14]=[C:13]([C:33]2[C:28]([F:27])=[N:29][CH:30]=[CH:31][CH:32]=2)[N:12]([S:16]([C:19]2[CH:20]=[N:21][C:22]([CH3:25])=[CH:23][CH:24]=2)(=[O:18])=[O:17])[CH:11]=1)[CH3:8])([CH3:4])([CH3:3])[CH3:2]. The yield is 0.410. (6) The reactants are [N:1]1[C:10]2[C:5](=[CH:6][CH:7]=[CH:8][CH:9]=2)[N:4]=[CH:3][C:2]=1[C:11]1[CH:12]=[C:13]([NH2:17])[CH:14]=[CH:15][CH:16]=1.[CH3:18][N:19]=[C:20]=[S:21]. The catalyst is C1(C)C=CC=CC=1. The product is [CH3:18][NH:19][C:20]([NH:17][C:13]1[CH:14]=[CH:15][CH:16]=[C:11]([C:2]2[CH:3]=[N:4][C:5]3[C:10](=[CH:9][CH:8]=[CH:7][CH:6]=3)[N:1]=2)[CH:12]=1)=[S:21]. The yield is 0.680. (7) The yield is 0.780. The product is [C:13]([C:3]1[CH:4]=[C:5]([CH:10]=[CH:11][C:2]=1[OH:1])[C:6]([O:8][CH3:9])=[O:7])#[N:14]. The catalyst is CN(C=O)C. The reactants are [OH:1][C:2]1[CH:11]=[CH:10][C:5]([C:6]([O:8][CH3:9])=[O:7])=[CH:4][C:3]=1I.[CH3:13][N:14](C(ON1N=NC2C=CC=CC1=2)=[N+](C)C)C.F[P-](F)(F)(F)(F)F.C1C=CC2N(O)N=NC=2C=1.Cl.CNOC.CCN(C(C)C)C(C)C. (8) The reactants are [CH:1]1[C:15](=[O:16])[N:14]=C2[N:3]([C@@H:4]3[O:8][C@H:7]([CH2:9][OH:10])[C@@H:6]([OH:11])[C@@H:5]3O2)[CH:2]=1.[CH3:17][SH:18].[CH3:19]N(C)C(N(C)C)=N. The catalyst is CN(C=O)C. The product is [CH3:19][C@@H:5]1[C@H:6]([OH:11])[C@@H:7]([CH2:9][OH:10])[O:8][C@H:4]1[N:3]1[CH:2]=[CH:1][C:15](=[O:16])[NH:14][C:17]1=[S:18]. The yield is 0.754. (9) The reactants are C([N:8]1[CH2:12][CH2:11][CH2:10][CH:9]1[CH2:13][O:14][C@H:15]1[CH2:22][N:21]2[C:23]3[CH:24]=[C:25]([C:36]([O:38][CH3:39])=[O:37])[CH:26]=[CH:27][C:28]=3[C:29]([CH:30]3[CH2:35][CH2:34][CH2:33][CH2:32][CH2:31]3)=[C:20]2[C:19]2[CH:40]=[CH:41][CH:42]=[CH:43][C:18]=2[O:17][CH2:16]1)C1C=CC=CC=1.CC(O)=O. The catalyst is CCOC(C)=O.[OH-].[OH-].[Pd+2]. The product is [CH:30]1([C:29]2[C:28]3[CH:27]=[CH:26][C:25]([C:36]([O:38][CH3:39])=[O:37])=[CH:24][C:23]=3[N:21]3[C:20]=2[C:19]2[CH:40]=[CH:41][CH:42]=[CH:43][C:18]=2[O:17][CH2:16][C@@H:15]([O:14][CH2:13][CH:9]2[CH2:10][CH2:11][CH2:12][NH:8]2)[CH2:22]3)[CH2:31][CH2:32][CH2:33][CH2:34][CH2:35]1. The yield is 0.500.